Task: Predict the product of the given reaction.. Dataset: Forward reaction prediction with 1.9M reactions from USPTO patents (1976-2016) (1) Given the reactants [CH3:1][N:2]1[C:7](=[O:8])[C:6]2=[C:9]([S:26][CH3:27])[N:10]([CH2:12][C:13]3[CH:18]=[CH:17][C:16]([C:19]4[CH:24]=[CH:23][CH:22]=[C:21]([F:25])[N:20]=4)=[CH:15][CH:14]=3)[N:11]=[C:5]2[N:4]2[C@H:28]3[CH2:33][CH2:32][CH2:31][C@H:29]3[N:30]=[C:3]12.[OH:34]OS([O-])=O.[K+], predict the reaction product. The product is: [CH3:1][N:2]1[C:7](=[O:8])[C:6]2=[C:9]([S@@:26]([CH3:27])=[O:34])[N:10]([CH2:12][C:13]3[CH:14]=[CH:15][C:16]([C:19]4[CH:24]=[CH:23][CH:22]=[C:21]([F:25])[N:20]=4)=[CH:17][CH:18]=3)[N:11]=[C:5]2[N:4]2[C@H:28]3[CH2:33][CH2:32][CH2:31][C@H:29]3[N:30]=[C:3]12. (2) Given the reactants [C@H:1]1([NH:11][C:12]([C@@H:14]2[CH2:23][C:22]3[C:17](=[CH:18][C:19]([C:24]([O:26][CH3:27])=[O:25])=[CH:20][CH:21]=3)[CH2:16][N:15]2C(OC(C)(C)C)=O)=[O:13])[C:10]2[C:5](=[CH:6][CH:7]=[CH:8][CH:9]=2)[CH2:4][CH2:3][CH2:2]1.C(O)(C(F)(F)F)=O, predict the reaction product. The product is: [C@H:1]1([NH:11][C:12]([C@@H:14]2[CH2:23][C:22]3[C:17](=[CH:18][C:19]([C:24]([O:26][CH3:27])=[O:25])=[CH:20][CH:21]=3)[CH2:16][NH:15]2)=[O:13])[C:10]2[C:5](=[CH:6][CH:7]=[CH:8][CH:9]=2)[CH2:4][CH2:3][CH2:2]1. (3) Given the reactants [NH2:1][C:2]1[CH:7]=[CH:6][C:5]([CH:8]2[CH2:13][CH2:12][C:11](=[O:14])[CH2:10][CH2:9]2)=[CH:4][CH:3]=1.C1C(=O)N([Br:22])C(=O)C1, predict the reaction product. The product is: [NH2:1][C:2]1[CH:3]=[CH:4][C:5]([CH:8]2[CH2:9][CH2:10][C:11](=[O:14])[CH2:12][CH2:13]2)=[CH:6][C:7]=1[Br:22]. (4) Given the reactants [NH2:1][CH2:2][C:3]1[CH:4]=[CH:5][C:6]([O:13][CH3:14])=[C:7]([CH:12]=1)[C:8]([O:10][CH3:11])=[O:9].N1C=CC=CC=1.[CH3:21][S:22](Cl)(=[O:24])=[O:23], predict the reaction product. The product is: [CH3:14][O:13][C:6]1[CH:5]=[CH:4][C:3]([CH2:2][NH:1][S:22]([CH3:21])(=[O:24])=[O:23])=[CH:12][C:7]=1[C:8]([O:10][CH3:11])=[O:9]. (5) Given the reactants [F:1][C:2]([F:25])([CH2:19][CH2:20][P:21](=[O:24])([OH:23])[OH:22])[C:3]([F:18])([F:17])[C:4]([F:16])([F:15])[C:5]([F:14])([F:13])[C:6]([F:12])([F:11])[C:7]([F:10])([F:9])[F:8].[NH3:26], predict the reaction product. The product is: [NH4+:26].[F:25][C:2]([F:1])([CH2:19][CH2:20][P:21](=[O:22])([O-:24])[O-:23])[C:3]([F:17])([F:18])[C:4]([F:16])([F:15])[C:5]([F:14])([F:13])[C:6]([F:12])([F:11])[C:7]([F:10])([F:9])[F:8].[NH4+:26]. (6) Given the reactants P([O-])([O-])([O-])=O.O=C[C@@H]([C@H]([C@@H]([C@@H](CO)O)O)O)O.C1N=C(N)C2N=CN([C@@H]3O[C@H](COP(OP(OC[C@H]4O[C@@H](N5C=C(C(N)=O)CC=C5)[C@H](O)[C@@H]4O)(O)=O)(O)=O)[C@@H](O)[C@H]3O)C=2N=1.[C:62]([NH:70][CH2:71][CH:72]([C:80](=[O:82])[CH3:81])[C:73]([O:75][C:76]([CH3:79])([CH3:78])[CH3:77])=[O:74])(=[O:69])[C:63]1[CH:68]=[CH:67][CH:66]=[CH:65][CH:64]=1, predict the reaction product. The product is: [C:62]([NH:70][CH2:71][C@@H:72]([C@H:80]([OH:82])[CH3:81])[C:73]([O:75][C:76]([CH3:77])([CH3:79])[CH3:78])=[O:74])(=[O:69])[C:63]1[CH:64]=[CH:65][CH:66]=[CH:67][CH:68]=1.